Dataset: Catalyst prediction with 721,799 reactions and 888 catalyst types from USPTO. Task: Predict which catalyst facilitates the given reaction. (1) Reactant: [Cl:1][C:2]1[CH:3]=[CH:4][C:5]2[N:6]([CH:8]=[C:9]([NH2:11])[N:10]=2)[N:7]=1.C(N(CC)CC)C.[C:19](OC(=O)C)(=[O:21])[CH3:20]. Product: [Cl:1][C:2]1[CH:3]=[CH:4][C:5]2[N:6]([CH:8]=[C:9]([NH:11][C:19](=[O:21])[CH3:20])[N:10]=2)[N:7]=1. The catalyst class is: 64. (2) Reactant: [CH3:1][O:2][CH2:3][CH2:4][NH:5][C:6]1[C:7]([CH3:22])=[C:8]([C:12]2[CH:17]=[CH:16][C:15]([C:18]([F:21])([F:20])[F:19])=[CH:14][CH:13]=2)[CH:9]=[CH:10][CH:11]=1.Br[CH2:24][C:25]1[CH:37]=[CH:36][C:28]([O:29][CH2:30][C:31]([O:33][CH2:34][CH3:35])=[O:32])=[C:27]([CH3:38])[CH:26]=1.C(N(CC)C(C)C)(C)C. Product: [CH3:1][O:2][CH2:3][CH2:4][N:5]([CH2:24][C:25]1[CH:37]=[CH:36][C:28]([O:29][CH2:30][C:31]([O:33][CH2:34][CH3:35])=[O:32])=[C:27]([CH3:38])[CH:26]=1)[C:6]1[C:7]([CH3:22])=[C:8]([C:12]2[CH:17]=[CH:16][C:15]([C:18]([F:19])([F:20])[F:21])=[CH:14][CH:13]=2)[CH:9]=[CH:10][CH:11]=1. The catalyst class is: 10. (3) Reactant: Cl[C:2]1[C:7]([C:8]2[N:12]3[CH:13]=[C:14]([C:17]4[CH:22]=[CH:21][C:20]([O:23][CH3:24])=[CH:19][CH:18]=4)[CH:15]=[CH:16][C:11]3=[N:10][N:9]=2)=[CH:6][CH:5]=[CH:4][N:3]=1.[CH3:25][O-:26].[Na+]. Product: [CH3:24][O:23][C:20]1[CH:21]=[CH:22][C:17]([C:14]2[CH:15]=[CH:16][C:11]3[N:12]([C:8]([C:7]4[C:2]([O:26][CH3:25])=[N:3][CH:4]=[CH:5][CH:6]=4)=[N:9][N:10]=3)[CH:13]=2)=[CH:18][CH:19]=1. The catalyst class is: 5. (4) Reactant: [F:1][C:2]1[C:7](F)=[CH:6][CH:5]=[C:4]([N+:9]([O-:11])=[O:10])[C:3]=1[CH2:12][C:13](=[O:15])[CH3:14].[CH2:16]([OH:23])[C:17]1[CH:22]=[CH:21][CH:20]=[CH:19][CH:18]=1.Cl. Product: [CH2:16]([O:23][C:7]1[C:2]([F:1])=[C:3]([CH2:12][C:13](=[O:15])[CH3:14])[C:4]([N+:9]([O-:11])=[O:10])=[CH:5][CH:6]=1)[C:17]1[CH:22]=[CH:21][CH:20]=[CH:19][CH:18]=1. The catalyst class is: 4. (5) Reactant: [F:1][C:2]([F:7])([F:6])[C:3]([OH:5])=[O:4].[I-].[CH3:9][O:10][C:11]([CH2:13][CH2:14][C:15]1[N+:19]([CH3:20])=[CH:18][N:17](C(C2C=CC=CC=2)(C2C=CC=CC=2)C2C=CC=CC=2)[CH:16]=1)=[O:12]. The catalyst class is: 4. Product: [F:1][C:2]([F:7])([F:6])[C:3]([OH:5])=[O:4].[CH3:20][N:19]1[C:15]([CH2:14][CH2:13][C:11]([O:10][CH3:9])=[O:12])=[CH:16][N:17]=[CH:18]1.